Dataset: Experimentally validated miRNA-target interactions with 360,000+ pairs, plus equal number of negative samples. Task: Binary Classification. Given a miRNA mature sequence and a target amino acid sequence, predict their likelihood of interaction. (1) The miRNA is hsa-miR-4651 with sequence CGGGGUGGGUGAGGUCGGGC. The protein sequence of the target gene is MEMPLPPDDQELRNVIDKLAQFVARNGPEFEKMTMEKQKDNPKFSFLFGGEFYSYYKCKLALEQQQLICKQQTPELEPAATMPPLPQPPLAPAAPIPPAQGAPSMDELIQQSQWNLQQQEQHLLALRQEQVTAAVAHAVEQQMQKLLEETQLDMNEFDNLLQPIIDTCTKDAISAGKNWMFSNAKSPPHCELMAGHLRNRITADGAHFELRLHLIYLINDVLHHCQRKQARELLAALQKVVVPIYCTSFLAVEEDKQQKIARLLQLWEKNGYFDDSIIQQLQSPALGLGQYQATLINEYS.... Result: 1 (interaction). (2) The miRNA is hsa-miR-149-5p with sequence UCUGGCUCCGUGUCUUCACUCCC. The protein sequence of the target gene is MRTDSGARLEEGHLRPPRALPPVPSQDDIPLSRPKKKKPRTKNTPASASLEGLAQTAGRRPSEGNEPSTKELKEHPEAPVQRRQKKTRLPLELETSSTQKKSSSSSLLRNENGIDAEPAEEAVIQKPRRKTKKTQPAELQYANELGVEDEDIITDEQTTVEQQSVFTAPTGISQPVGKVFVEKSRRFQAADRSELIKTTENIDVSMDVKPSWTTRDVALTVHRAFRMIGLFSHGFLAGCAVWNIVVIYVLAGDQLSNLSNLLQQYKTLAYPFQSLLYLLLALSTISAFDRIDFAKISVAI.... Result: 1 (interaction). (3) The miRNA is hsa-miR-7159-3p with sequence UUUCUAUGUUAGUUGGAAG. The protein sequence of the target gene is MSKRGRGGSSGAKFRISLGLPVGAVINCADNTGAKNLYIISVKGIKGRLNRLPAAGVGDMVMATVKKGKPELRKKVHPAVVIRQRKSYRRKDGVFLYFEDNAGVIVNNKGEMKGSAITGPVAKECADLWPRIASNAGSIA. Result: 0 (no interaction). (4) The miRNA is hsa-miR-6763-5p with sequence CUGGGGAGUGGCUGGGGAG. The protein sequence of the target gene is MASCAEPSEPSAPLPAGVPPLEDFEVLDGVEDAEGEEEEEEEEEEEDDLSELPPLEDMGQPPAEEAEQPGALAREFLAAMEPEPAPAPAPEEWLDILGNGLLRKKTLVPGPPGSSRPVKGQVVTVHLQTSLENGTRVQEEPELVFTLGDCDVIQALDLSVPLMDVGETAMVTADSKYCYGPQGRSPYIPPHAALCLEVTLKTAVDGPDLEMLTGQERVALANRKRECGNAHYQRADFVLAANSYDLAIKAITSSAKVDMTFEEEAQLLQLKVKCLNNLAASQLKLDHYRAALRSCSLVLE.... Result: 1 (interaction). (5) The miRNA is hsa-miR-4305 with sequence CCUAGACACCUCCAGUUC. The protein sequence of the target gene is MERGKKKRISNKLQQTFHHSKEPTFLINQAGLLSSDSYSSLSPETESVNPGENIKTDTQKKRPGTVILSKLSSRRIISESQLSPPVIPARRPGFRVCYICGREFGSQSIAIHEPQCLQKWHIENSKLPKHLRRPEPSKPQSLSSSGSYSLQATNEAAFQSAQAQLLPCESCGRTFLPDHLLVHHRSCKPKGEGPRAPHSNSSDHLTGLKKACSGTPARPRTVICYICGKEFGTLSLPIHEPKCLEKWKMENDRLPVELHQPLPQKPQPLPNAQSSQAGPNQAQLVFCPHCSRIFTSDRLL.... Result: 0 (no interaction). (6) The miRNA is hsa-miR-200c-3p with sequence UAAUACUGCCGGGUAAUGAUGGA. The protein sequence of the target gene is MKERRASQKLSSKSIMDPNQNVKCKIVVVGDSQCGKTALLHVFAKDCFPENYVPTVFENYTASFEIDTQRIELSLWDTSGSPYYDNVRPLSYPDSDAVLICFDISRPETLDSVLKKWKGEIQEFCPNTKMLLVGCKSDLRTDVSTLVELSNHRQTPVSYDQGANMAKQIGAATYIECSALQSENSVRDIFHVATLACVNKTNKNVKRNKSQRATKRISHMPSRPELSAVATDLRKDKAKSCTVM. Result: 1 (interaction). (7) The miRNA is hsa-miR-3065-3p with sequence UCAGCACCAGGAUAUUGUUGGAG. The protein sequence of the target gene is MTSKKLVNSVAGCADDALAGLVACNPNLQLLQGHRVALRSDLDSLKGRVALLSGGGSGHEPAHAGFIGKGMLTGVIAGAVFTSPAVGSILAAIRAVAQAGTVGTLLIVKNYTGDRLNFGLAREQARAEGIPVEMVVIGDDSAFTVLKKAGRRGLCGTVLIHKVAGALAEAGVGLEEIAKQVNVVAKAMGTLGVSLSSCSVPGSKPTFELSADEVELGLGIHGEAGVRRIKMATADEIVKLMLDHMTNTTNASHVPVQPGSSVVMMVNNLGGLSFLELGIIADATVRSLEGRGVKIARALV.... Result: 0 (no interaction). (8) The miRNA is mmu-miR-582-3p with sequence UAACCUGUUGAACAACUGAAC. The protein sequence of the target gene is MSGSSAAPGPGSGSSPAACRFAHYFVLCGIDADSGLEPDELAGENFDQSPLRRTFKSKVLAHYPQNIEWNPFDQDAVNMLCMPKGLSFRTQADNKEPQFHSFIITREDGSRTYGFVLTFYEEVTSKQICTAMQTLYQMHNAEQYSSVYASSSCSMDSLASSIDEGDATSLLKLQRYNSYDINRDTLYVSKSICLITPLPFMQACKKFLFQLHKAVTSQQPPPLPLESYIHNILYEVPLPPPGRSLKFYGVYEPVICQRPGPNELPLSDYPLREACELLGLENLVQVFTCVLLEMQTLLYS.... Result: 1 (interaction). (9) The miRNA is hsa-miR-3945 with sequence AGGGCAUAGGAGAGGGUUGAUAU. The protein sequence of the target gene is MSSGGRFNFDDGGSYCGGWEDGKAHGHGVCTGPKGQGEYTGSWSHGFEVLGVYTWPSGNTYQGTWAQGKRHGIGLESKGKWVYKGEWTHGFKGRYGVRECTGNGAKYEGTWSNGLQDGYGTETYSDGGTYQGQWVGGMRQGYGVRQSVPYGMAAVIRSPLRTSINSLRSEHTNGAALHPDASPAVAGSPAVSRGGFVLVAHSDSEILKSKKKGLFRRSLLSGLKLRKSESKSSLASQRSKQSSFRSEAGMSTVSSTASDIHSTISLGEAEAELAVIEDDIDATTTETYVGEWKNDKRSGF.... Result: 0 (no interaction). (10) The miRNA is mmu-miR-497a-5p with sequence CAGCAGCACACUGUGGUUUGUA. The protein sequence of the target gene is MKVMDALQSGRRKPLPVALLCILVTVFCVLECHGADLTSPTKKSAPLRITKPQPTSQQAKPISITTRAPTTVASTTDDEVSSSVDGQLAPLISSTTEGPSSGTTASLVPEICLNGLQLTVNSADEGTVIRKQEEFVKILEGDVVLSVLTKDPDSALFVINRVNQANLIMADFEIGIRAISIDNASLAENLLIQEVQFLQQCTTYSMGIFVDWELYKQLESVIKDLEYNIWPIPGTRAHLFPKVAHLLHQMPWGEKIASVEIATETLEMYNEFMEAARQEHMCLMHFKSDDNVYIMFGNKL.... Result: 0 (no interaction).